This data is from Catalyst prediction with 721,799 reactions and 888 catalyst types from USPTO. The task is: Predict which catalyst facilitates the given reaction. Reactant: [C:1]([O:5][C:6]([N:8]1[CH2:13][CH2:12][N:11]([C:14]2[C:19]([F:20])=[CH:18][CH:17]=[C:16](F)[C:15]=2[C:22]#[N:23])[CH2:10][CH2:9]1)=[O:7])([CH3:4])([CH3:3])[CH3:2].C(=O)([O-])[O-].[K+].[K+].[CH2:30]([NH2:37])[C:31]1[CH:36]=[CH:35][CH:34]=[CH:33][CH:32]=1. Product: [C:1]([O:5][C:6]([N:8]1[CH2:13][CH2:12][N:11]([C:14]2[C:19]([F:20])=[CH:18][CH:17]=[C:16]([NH:37][CH2:30][C:31]3[CH:36]=[CH:35][CH:34]=[CH:33][CH:32]=3)[C:15]=2[C:22]#[N:23])[CH2:10][CH2:9]1)=[O:7])([CH3:4])([CH3:3])[CH3:2]. The catalyst class is: 3.